Dataset: Catalyst prediction with 721,799 reactions and 888 catalyst types from USPTO. Task: Predict which catalyst facilitates the given reaction. (1) Reactant: [N+:1]([C:4]1[CH:11]=[CH:10][C:7]([CH2:8][OH:9])=[CH:6][CH:5]=1)([O-:3])=[O:2].C(=O)([O-])[O-].[K+].[K+].CS([C:22]1[N:27]=[CH:26][N:25]=[C:24]([O:28][C:29]2[CH:34]=[CH:33][CH:32]=[CH:31][C:30]=2/[C:35](=[CH:40]\[O:41][CH3:42])/[C:36]([O:38][CH3:39])=[O:37])[CH:23]=1)(=O)=O.O. Product: [N+:1]([C:4]1[CH:5]=[CH:6][C:7]([CH2:8][O:9][C:22]2[N:27]=[CH:26][N:25]=[C:24]([O:28][C:29]3[CH:34]=[CH:33][CH:32]=[CH:31][C:30]=3/[C:35](=[CH:40]\[O:41][CH3:42])/[C:36]([O:38][CH3:39])=[O:37])[CH:23]=2)=[CH:10][CH:11]=1)([O-:3])=[O:2]. The catalyst class is: 3. (2) Reactant: O.[OH-].[Na+].C([O:6][C:7]([C:9]1[CH:10]=[N:11][N:12]([C:14]2[CH:19]=[CH:18][C:17]([C:20]([F:23])([F:22])[F:21])=[CH:16][N:15]=2)[CH:13]=1)=[O:8])C.Cl. Product: [F:23][C:20]([F:21])([F:22])[C:17]1[CH:18]=[CH:19][C:14]([N:12]2[CH:13]=[C:9]([C:7]([OH:8])=[O:6])[CH:10]=[N:11]2)=[N:15][CH:16]=1. The catalyst class is: 8. (3) Reactant: [CH:1]([C:4]1[CH:12]=[CH:11][C:7]([C:8]([OH:10])=O)=[CH:6][CH:5]=1)([CH3:3])[CH3:2].C(N(CC)CC)C.C(OC(Cl)=O)C(C)C.[NH:28]([CH2:30][C:31]([O:33][CH2:34][CH3:35])=[O:32])[NH2:29]. Product: [CH:1]([C:4]1[CH:5]=[CH:6][C:7]([C:8]([NH:29][NH:28][CH2:30][C:31]([O:33][CH2:34][CH3:35])=[O:32])=[O:10])=[CH:11][CH:12]=1)([CH3:2])[CH3:3]. The catalyst class is: 410. (4) Reactant: C[O:2][C:3]1[CH:4]=[C:5]([CH:9]=[CH:10][C:11]=1[O:12][C:13]1[CH:18]=[CH:17][CH:16]=[C:15]([CH3:19])[CH:14]=1)[C:6]([OH:8])=[O:7].CC(O)=O. Product: [OH:2][C:3]1[CH:4]=[C:5]([CH:9]=[CH:10][C:11]=1[O:12][C:13]1[CH:18]=[CH:17][CH:16]=[C:15]([CH3:19])[CH:14]=1)[C:6]([OH:8])=[O:7]. The catalyst class is: 201. (5) Reactant: [NH2:1][C:2]1[O:6][C:5]([C@@H:7]2[CH2:13][CH2:12][C@@H:11]3[CH2:14][N:8]2[C:9](=[O:23])[N:10]3[O:15][CH2:16][C:17]2[CH:22]=[CH:21][CH:20]=[CH:19][CH:18]=2)=[N:4][N:3]=1.[CH3:24][C:25]([O:28][C:29](O[C:29]([O:28][C:25]([CH3:27])([CH3:26])[CH3:24])=[O:30])=[O:30])([CH3:27])[CH3:26].C(N(CC)CC)C. Product: [CH2:16]([O:15][N:10]1[C:9](=[O:23])[N:8]2[CH2:14][C@H:11]1[CH2:12][CH2:13][C@H:7]2[C:5]1[O:6][C:2]([NH:1][C:29](=[O:30])[O:28][C:25]([CH3:27])([CH3:26])[CH3:24])=[N:3][N:4]=1)[C:17]1[CH:22]=[CH:21][CH:20]=[CH:19][CH:18]=1. The catalyst class is: 456. (6) The catalyst class is: 36. Reactant: [CH2:1]([C:6]1[CH:11]=[CH:10][C:9]([CH2:12][CH2:13][N:14]2[C:18]([CH3:19])=[CH:17][CH:16]=[C:15]2[C:20]2[CH:25]=[CH:24][C:23]([O:26][C@H:27]([CH2:33][C:34]3[CH:39]=[CH:38][CH:37]=[CH:36][CH:35]=3)[C:28]([O:30]CC)=[O:29])=[CH:22][CH:21]=2)=[CH:8][CH:7]=1)[CH2:2][CH2:3][CH2:4][CH3:5].[OH-].[K+].Cl. Product: [CH2:1]([C:6]1[CH:7]=[CH:8][C:9]([CH2:12][CH2:13][N:14]2[C:18]([CH3:19])=[CH:17][CH:16]=[C:15]2[C:20]2[CH:21]=[CH:22][C:23]([O:26][C@H:27]([CH2:33][C:34]3[CH:35]=[CH:36][CH:37]=[CH:38][CH:39]=3)[C:28]([OH:30])=[O:29])=[CH:24][CH:25]=2)=[CH:10][CH:11]=1)[CH2:2][CH2:3][CH2:4][CH3:5]. (7) Reactant: [CH2:1]([O:3][C:4](=[O:19])[CH:5]([O:16][CH2:17][CH3:18])[CH2:6][C:7]1[CH:15]=[CH:14][CH:13]=[C:12]2[C:8]=1[CH:9]=[CH:10][NH:11]2)[CH3:2].Cl[CH2:21][C:22]1[N:23]=[C:24]([C:28]2[CH:33]=[CH:32][CH:31]=[CH:30][C:29]=2[F:34])[O:25][C:26]=1[CH3:27].[H-].[Na+]. Product: [CH2:1]([O:3][C:4](=[O:19])[CH:5]([O:16][CH2:17][CH3:18])[CH2:6][C:7]1[CH:15]=[CH:14][CH:13]=[C:12]2[C:8]=1[CH:9]=[CH:10][N:11]2[CH2:21][C:22]1[N:23]=[C:24]([C:28]2[CH:33]=[CH:32][CH:31]=[CH:30][C:29]=2[F:34])[O:25][C:26]=1[CH3:27])[CH3:2]. The catalyst class is: 9.